Predict the product of the given reaction. From a dataset of Forward reaction prediction with 1.9M reactions from USPTO patents (1976-2016). (1) Given the reactants [CH3:1]/[C:2](/[CH2:9][CH2:10][CH2:11]/[CH:12]=[CH:13]\[CH2:14]/[CH:15]=[CH:16]\[CH2:17]/[CH:18]=[CH:19]\[CH2:20]/[CH:21]=[CH:22]\[CH2:23]/[CH:24]=[CH:25]\[CH2:26][CH3:27])=[CH:3]\[C:4]([O:6]CC)=[O:5].[Li+].[OH-].Cl, predict the reaction product. The product is: [CH3:1]/[C:2](/[CH2:9][CH2:10][CH2:11]/[CH:12]=[CH:13]\[CH2:14]/[CH:15]=[CH:16]\[CH2:17]/[CH:18]=[CH:19]\[CH2:20]/[CH:21]=[CH:22]\[CH2:23]/[CH:24]=[CH:25]\[CH2:26][CH3:27])=[CH:3]\[C:4]([OH:6])=[O:5]. (2) The product is: [CH3:1][O:2][C:3]([C:5]1[C:6]([OH:23])=[C:7]2[C:12](=[CH:13][N:14]=1)[N:11]([C:15]1[CH:20]=[CH:19][CH:18]=[CH:17][CH:16]=1)[C:10](=[O:21])[C:9]([C:24]1[CH:29]=[CH:28][CH:27]=[CH:26][CH:25]=1)=[CH:8]2)=[O:4]. Given the reactants [CH3:1][O:2][C:3]([C:5]1[C:6]([OH:23])=[C:7]2[C:12](=[CH:13][N:14]=1)[N:11]([C:15]1[CH:20]=[CH:19][CH:18]=[CH:17][CH:16]=1)[C:10](=[O:21])[C:9](Br)=[CH:8]2)=[O:4].[C:24]1([Sn](CCCC)(CCCC)CCCC)[CH:29]=[CH:28][CH:27]=[CH:26][CH:25]=1.CCOC(C)=O, predict the reaction product. (3) Given the reactants Br[C:2]1[CH:7]=[CH:6][C:5]([Br:8])=[CH:4][N:3]=1.C([Li])CCC.CN(C)[CH:16]=[O:17].[BH4-].[Na+], predict the reaction product. The product is: [Br:8][C:5]1[CH:6]=[CH:7][C:2]([CH2:16][OH:17])=[N:3][CH:4]=1. (4) Given the reactants [C:1]1([C:41]2[CH:46]=[CH:45][CH:44]=[CH:43][CH:42]=2)[CH:6]=[CH:5][C:4]([C:7]2[N:12]=[CH:11][C:10]3[N:13](COCC[Si](C)(C)C)[C:14]([O:16][C@@H:17]4[CH2:21][O:20][C@@H:19]5[C@H:22]([O:25][Si](C(C)(C)C)(C)C)[CH2:23][O:24][C@H:18]45)=[N:15][C:9]=3[CH:8]=2)=[CH:3][CH:2]=1.C(O)(C(F)(F)F)=O.[OH-].[Na+], predict the reaction product. The product is: [C:1]1([C:41]2[CH:46]=[CH:45][CH:44]=[CH:43][CH:42]=2)[CH:6]=[CH:5][C:4]([C:7]2[N:12]=[CH:11][C:10]3[NH:13][C:14]([O:16][C@H:17]4[C@H:18]5[O:24][CH2:23][C@@H:22]([OH:25])[C@H:19]5[O:20][CH2:21]4)=[N:15][C:9]=3[CH:8]=2)=[CH:3][CH:2]=1. (5) Given the reactants [C:1]([O:5][C:6]([N:8]1[CH2:13][CH2:12][C:11]2[NH:14][C:15]([C:17]3[CH:22]=[CH:21][N:20]=[C:19]([NH2:23])[N:18]=3)=[CH:16][C:10]=2[C:9]1=[O:24])=[O:7])([CH3:4])([CH3:3])[CH3:2].[CH2:25](Br)[C:26]1[CH:31]=[CH:30][CH:29]=[CH:28][CH:27]=1, predict the reaction product. The product is: [C:1]([O:5][C:6]([N:8]1[CH2:13][CH2:12][C:11]2[N:14]([CH2:25][C:26]3[CH:31]=[CH:30][CH:29]=[CH:28][CH:27]=3)[C:15]([C:17]3[CH:22]=[CH:21][N:20]=[C:19]([NH2:23])[N:18]=3)=[CH:16][C:10]=2[C:9]1=[O:24])=[O:7])([CH3:4])([CH3:2])[CH3:3]. (6) Given the reactants C([O:3][C:4](=[O:34])[CH2:5][O:6][C:7]1[CH:16]=[CH:15][C:14]2[C:9](=[CH:10][CH:11]=[C:12]([C:17]3[S:21][C:20]4[CH:22]=[CH:23][CH:24]=[CH:25][C:19]=4[C:18]=3[C:26](=[O:32])[CH2:27][C:28]([CH3:31])([CH3:30])[CH3:29])[CH:13]=2)[C:8]=1[Br:33])C.[OH-].[K+].Cl, predict the reaction product. The product is: [Br:33][C:8]1[C:9]2[C:14](=[CH:13][C:12]([C:17]3[S:21][C:20]4[CH:22]=[CH:23][CH:24]=[CH:25][C:19]=4[C:18]=3[C:26](=[O:32])[CH2:27][C:28]([CH3:31])([CH3:29])[CH3:30])=[CH:11][CH:10]=2)[CH:15]=[CH:16][C:7]=1[O:6][CH2:5][C:4]([OH:34])=[O:3].